Dataset: NCI-60 drug combinations with 297,098 pairs across 59 cell lines. Task: Regression. Given two drug SMILES strings and cell line genomic features, predict the synergy score measuring deviation from expected non-interaction effect. (1) Cell line: EKVX. Synergy scores: CSS=2.35, Synergy_ZIP=-0.856, Synergy_Bliss=1.40, Synergy_Loewe=-2.59, Synergy_HSA=1.45. Drug 1: CNC(=O)C1=CC=CC=C1SC2=CC3=C(C=C2)C(=NN3)C=CC4=CC=CC=N4. Drug 2: CC12CCC3C(C1CCC2OP(=O)(O)O)CCC4=C3C=CC(=C4)OC(=O)N(CCCl)CCCl.[Na+]. (2) Drug 1: C1=NC2=C(N=C(N=C2N1C3C(C(C(O3)CO)O)O)F)N. Drug 2: CC1C(C(CC(O1)OC2CC(CC3=C2C(=C4C(=C3O)C(=O)C5=C(C4=O)C(=CC=C5)OC)O)(C(=O)CO)O)N)O.Cl. Cell line: T-47D. Synergy scores: CSS=1.39, Synergy_ZIP=-1.92, Synergy_Bliss=4.63, Synergy_Loewe=-16.1, Synergy_HSA=-0.639. (3) Drug 1: CCCCC(=O)OCC(=O)C1(CC(C2=C(C1)C(=C3C(=C2O)C(=O)C4=C(C3=O)C=CC=C4OC)O)OC5CC(C(C(O5)C)O)NC(=O)C(F)(F)F)O. Drug 2: CC12CCC3C(C1CCC2O)C(CC4=C3C=CC(=C4)O)CCCCCCCCCS(=O)CCCC(C(F)(F)F)(F)F. Cell line: OVCAR-5. Synergy scores: CSS=30.2, Synergy_ZIP=-3.63, Synergy_Bliss=-2.09, Synergy_Loewe=-7.85, Synergy_HSA=-2.46. (4) Drug 1: CCN(CC)CCNC(=O)C1=C(NC(=C1C)C=C2C3=C(C=CC(=C3)F)NC2=O)C. Drug 2: CC1CCCC2(C(O2)CC(NC(=O)CC(C(C(=O)C(C1O)C)(C)C)O)C(=CC3=CSC(=N3)C)C)C. Cell line: EKVX. Synergy scores: CSS=13.1, Synergy_ZIP=-5.99, Synergy_Bliss=2.33, Synergy_Loewe=-8.77, Synergy_HSA=2.45.